From a dataset of Catalyst prediction with 721,799 reactions and 888 catalyst types from USPTO. Predict which catalyst facilitates the given reaction. Reactant: [Cl:1][C:2]1[CH:3]=[C:4]([C:9]2([C:23]([F:26])([F:25])[F:24])[CH2:13][CH2:12][N:11]([C:14]3[CH:21]=[CH:20][C:17]([C:18]#N)=[C:16]([CH3:22])[CH:15]=3)[CH2:10]2)[CH:5]=[C:6]([Cl:8])[CH:7]=1.CC(C[AlH]CC(C)C)C.S(=O)(=O)(O)[OH:37]. Product: [Cl:1][C:2]1[CH:3]=[C:4]([C:9]2([C:23]([F:26])([F:25])[F:24])[CH2:13][CH2:12][N:11]([C:14]3[CH:21]=[CH:20][C:17]([CH:18]=[O:37])=[C:16]([CH3:22])[CH:15]=3)[CH2:10]2)[CH:5]=[C:6]([Cl:8])[CH:7]=1. The catalyst class is: 11.